From a dataset of Full USPTO retrosynthesis dataset with 1.9M reactions from patents (1976-2016). Predict the reactants needed to synthesize the given product. (1) Given the product [Cl:24][C:5]1[C:4]([N+:9]([O-:11])=[O:10])=[CH:3][C:2]([Cl:1])=[CH:7][N:6]=1, predict the reactants needed to synthesize it. The reactants are: [Cl:1][C:2]1[CH:3]=[C:4]([N+:9]([O-:11])=[O:10])[C:5](N)=[N:6][CH:7]=1.N([O-])=O.[Na+].[OH-].[Na+].CCOC(C)=O.[ClH:24]. (2) Given the product [Br:1][C:2]1[CH:3]=[C:4]([F:10])[C:5]2[O:9][C:11](=[S:12])[O:8][C:6]=2[CH:7]=1, predict the reactants needed to synthesize it. The reactants are: [Br:1][C:2]1[CH:7]=[C:6]([OH:8])[C:5]([OH:9])=[C:4]([F:10])[CH:3]=1.[C:11](Cl)(Cl)=[S:12].[OH-].[Na+]. (3) Given the product [S:16]1[C:24]2[C:23]3[C:28]([CH2:27][CH2:26][C:25]=2[N:17]=[C:15]1[NH:14][C:10]1[CH:11]=[CH:12][CH:13]=[C:8]([C:5]2[N:6]([CH3:7])[C:2]([CH3:1])=[N:3][CH:4]=2)[CH:9]=1)=[CH:19][CH:20]=[CH:21][CH:22]=3, predict the reactants needed to synthesize it. The reactants are: [CH3:1][C:2]1[N:6]([CH3:7])[C:5]([C:8]2[CH:9]=[C:10]([NH:14][C:15]([NH2:17])=[S:16])[CH:11]=[CH:12][CH:13]=2)=[CH:4][N:3]=1.Cl[CH:19]1[C:28]2[C:23](=[CH:24][CH:25]=[CH:26][CH:27]=2)[CH2:22][CH2:21][C:20]1=O. (4) Given the product [CH:7]([C:5]1[N:6]=[C:2]([NH:1][C:15]([C:16]2[CH:24]=[CH:23][CH:22]=[CH:21][C:17]=2[C:18]([OH:20])=[O:19])=[O:25])[S:3][CH:4]=1)=[CH:8][C:9]1[CH:14]=[CH:13][CH:12]=[CH:11][CH:10]=1, predict the reactants needed to synthesize it. The reactants are: [NH2:1][C:2]1[S:3][CH:4]=[C:5]([CH:7]=[CH:8][C:9]2[CH:14]=[CH:13][CH:12]=[CH:11][CH:10]=2)[N:6]=1.[C:15]1(=[O:25])[O:20][C:18](=[O:19])[C:17]2=[CH:21][CH:22]=[CH:23][CH:24]=[C:16]12. (5) Given the product [C:40]([O:39][C:37]([N:35]([CH3:36])[C@@H:33]([CH3:34])[C:32]([NH:31][C@@H:27]([CH:28]([CH3:29])[CH3:30])[C:26]([N:22]1[CH2:23][CH2:24][CH2:25][C@H:21]1[C:19]1[CH:20]=[C:15]([N:8]2[C:9]3[C:14](=[CH:13][CH:12]=[CH:11][CH:10]=3)[C:6]([C:4]([OH:5])=[O:3])=[CH:7]2)[CH:16]=[N:17][CH:18]=1)=[O:45])=[O:44])=[O:38])([CH3:43])([CH3:42])[CH3:41], predict the reactants needed to synthesize it. The reactants are: C([O:3][C:4]([C:6]1[C:14]2[C:9](=[CH:10][CH:11]=[CH:12][CH:13]=2)[N:8]([C:15]2[CH:16]=[N:17][CH:18]=[C:19]([C@@H:21]3[CH2:25][CH2:24][CH2:23][N:22]3[C:26](=[O:45])[C@@H:27]([NH:31][C:32](=[O:44])[C@@H:33]([N:35]([C:37]([O:39][C:40]([CH3:43])([CH3:42])[CH3:41])=[O:38])[CH3:36])[CH3:34])[CH:28]([CH3:30])[CH3:29])[CH:20]=2)[CH:7]=1)=[O:5])C.[Li+].[OH-].